From a dataset of Reaction yield outcomes from USPTO patents with 853,638 reactions. Predict the reaction yield, written as a fraction of the theoretical maximum amount of product (1.0 means a 100% yield; for example, 0.34 means a 34% yield). (1) The reactants are [Br:1][C:2]1[CH:3]=[N:4][C:5]([C:8]2[N:9]([CH3:25])[C:10]3[C:15]([C:16]=2[CH:17]2[CH2:21][CH2:20][CH2:19][CH2:18]2)=[CH:14][CH:13]=[C:12]([C:22](O)=[O:23])[CH:11]=3)=[N:6][CH:7]=1.S(Cl)(Cl)=O.C(NCC)C.C(N(CC)C(C)C)(C)C.[NH2:44][C:45]1([C:49]2[N:53]([CH3:54])[C:52]3[CH:55]=[C:56](/[CH:59]=[CH:60]/[C:61]([O:63][CH2:64][CH2:65][CH2:66][CH3:67])=[O:62])[CH:57]=[CH:58][C:51]=3[N:50]=2)[CH2:48][CH2:47][CH2:46]1. The catalyst is C1COCC1. The product is [Br:1][C:2]1[CH:3]=[N:4][C:5]([C:8]2[N:9]([CH3:25])[C:10]3[C:15]([C:16]=2[CH:17]2[CH2:21][CH2:20][CH2:19][CH2:18]2)=[CH:14][CH:13]=[C:12]([C:22]([NH:44][C:45]2([C:49]4[N:53]([CH3:54])[C:52]5[CH:55]=[C:56](/[CH:59]=[CH:60]/[C:61]([O:63][CH2:64][CH2:65][CH2:66][CH3:67])=[O:62])[CH:57]=[CH:58][C:51]=5[N:50]=4)[CH2:46][CH2:47][CH2:48]2)=[O:23])[CH:11]=3)=[N:6][CH:7]=1. The yield is 0.966. (2) The reactants are [CH2:1]([C@H:3]1[C@@H:7]([C:8]2[N:12]3[C:13]4[CH:19]=[CH:18][NH:17][C:14]=4[N:15]=[CH:16][C:11]3=[N:10][N:9]=2)[CH2:6][C@@H:5]([NH:20][S:21]([CH:24]2[CH2:26][CH2:25]2)(=[O:23])=[O:22])[CH2:4]1)[CH3:2].[OH-].[K+].S([C:39]#[N:40])(C1C=CC(C)=CC=1)(=O)=O. The catalyst is CN(C=O)C. The product is [C:39]([N:20]([C@@H:5]1[CH2:6][C@H:7]([C:8]2[N:12]3[C:13]4[CH:19]=[CH:18][NH:17][C:14]=4[N:15]=[CH:16][C:11]3=[N:10][N:9]=2)[C@H:3]([CH2:1][CH3:2])[CH2:4]1)[S:21]([CH:24]1[CH2:26][CH2:25]1)(=[O:23])=[O:22])#[N:40]. The yield is 0.0500. (3) The reactants are [NH:1]1[C:9]2[C:4](=[CH:5][C:6]([C:10]([OH:12])=[O:11])=[CH:7][CH:8]=2)[CH:3]=[CH:2]1. The catalyst is C(#N)C. The product is [CH:5]1[C:6]([C:10]([OH:12])=[O:11])=[CH:7][CH:8]=[C:9]2[C:4]=1[C:3]1[C:2]([NH:1]2)=[C:2]2[NH:1][C:9]3[CH:8]=[CH:7][C:6]([C:10]([OH:12])=[O:11])=[CH:5][C:4]=3[C:3]2=[C:2]2[NH:1][C:9]3[CH:8]=[CH:7][C:6]([C:10]([OH:12])=[O:11])=[CH:5][C:4]=3[C:3]=12. The yield is 0.890. (4) The reactants are [NH2:1][CH:2]1[CH2:7][CH2:6][NH:5][CH2:4][CH2:3]1.[CH:8](=[O:15])[C:9]1C=CC=C[CH:10]=1.C(N(CC)CC)C.C(Cl)(=O)CC. The catalyst is C1(C)C=CC=CC=1.O. The product is [NH2:1][CH:2]1[CH2:7][CH2:6][N:5]([C:8](=[O:15])[CH2:9][CH3:10])[CH2:4][CH2:3]1. The yield is 0.640. (5) The reactants are [NH2:1][CH2:2][C@@H:3]1[C@H:7]2[O:8][C:9]([CH3:12])([CH3:11])[O:10][C@H:6]2[C@H:5]([N:13]2[C:17]3[N:18]=[CH:19][N:20]=[C:21]([NH:22][CH2:23][C:24]4[CH:29]=[CH:28][C:27]([O:30][CH3:31])=[CH:26][C:25]=4[O:32][CH3:33])[C:16]=3[CH:15]=[CH:14]2)[O:4]1.O=[C:35]1[CH2:38][CH:37]([CH2:39][C:40]([O:42][CH3:43])=[O:41])[CH2:36]1.C(O)(=O)C.C(O[BH-](OC(=O)C)OC(=O)C)(=O)C.[Na+]. The catalyst is ClCCCl.C(Cl)Cl. The product is [CH3:33][O:32][C:25]1[CH:26]=[C:27]([O:30][CH3:31])[CH:28]=[CH:29][C:24]=1[CH2:23][NH:22][C:21]1[C:16]2[CH:15]=[CH:14][N:13]([C@H:5]3[C@@H:6]4[O:10][C:9]([CH3:12])([CH3:11])[O:8][C@@H:7]4[C@@H:3]([CH2:2][NH:1][CH:35]4[CH2:38][CH:37]([CH2:39][C:40]([O:42][CH3:43])=[O:41])[CH2:36]4)[O:4]3)[C:17]=2[N:18]=[CH:19][N:20]=1. The yield is 0.660.